From a dataset of Forward reaction prediction with 1.9M reactions from USPTO patents (1976-2016). Predict the product of the given reaction. (1) Given the reactants [N:1]1([C:7]([O:9][C:10]([CH3:13])([CH3:12])[CH3:11])=[O:8])[CH2:6][CH2:5][NH:4][CH2:3][CH2:2]1.C(O[C:17]1(O[Si](C)(C)C)[CH2:19][CH2:18]1)C.C(O)(=O)C.C([BH3-])#N.[Na+], predict the reaction product. The product is: [CH:17]1([N:4]2[CH2:5][CH2:6][N:1]([C:7]([O:9][C:10]([CH3:13])([CH3:12])[CH3:11])=[O:8])[CH2:2][CH2:3]2)[CH2:19][CH2:18]1. (2) Given the reactants [Br:1][C:2]1[CH:3]=[CH:4][C:5]([Cl:31])=[C:6]([CH:30]=1)[O:7][C:8]1[CH:13]=[CH:12][C:11]([C:14]2[N:18]=[C:17]([C:19]3[N:20]=[N:21][N:22]([CH2:24][C:25]([O:27]CC)=[O:26])[N:23]=3)[O:16][N:15]=2)=[CH:10][CH:9]=1.[OH-].[Na+], predict the reaction product. The product is: [Br:1][C:2]1[CH:3]=[CH:4][C:5]([Cl:31])=[C:6]([CH:30]=1)[O:7][C:8]1[CH:9]=[CH:10][C:11]([C:14]2[N:18]=[C:17]([C:19]3[N:20]=[N:21][N:22]([CH2:24][C:25]([OH:27])=[O:26])[N:23]=3)[O:16][N:15]=2)=[CH:12][CH:13]=1. (3) Given the reactants [O:1]=[C:2]1[NH:6][C@H:5]2[CH2:7][S:8][C@@H:9]([CH2:10][CH2:11][CH2:12][CH2:13][NH:14][C:15]([NH:17][CH2:18][CH2:19][CH2:20][CH2:21][C:22]([O:24]C(C)(C)C)=[O:23])=[O:16])[C@H:4]2[NH:3]1, predict the reaction product. The product is: [O:1]=[C:2]1[NH:6][C@H:5]2[CH2:7][S:8][C@@H:9]([CH2:10][CH2:11][CH2:12][CH2:13][NH:14][C:15]([NH:17][CH2:18][CH2:19][CH2:20][CH2:21][C:22]([OH:24])=[O:23])=[O:16])[C@H:4]2[NH:3]1. (4) Given the reactants [Cl:1][C:2]1[CH:7]=[CH:6][C:5]([CH:8]([C:23]2[CH:28]=[CH:27][C:26]([C:29]([F:32])([F:31])[F:30])=[CH:25][CH:24]=2)[O:9][C:10]2[CH:19]=[CH:18][C:17]([N+:20]([O-])=O)=[CH:16][C:11]=2[C:12]([O:14][CH3:15])=[O:13])=[CH:4][CH:3]=1.[Cl-].[Ca+2].[Cl-], predict the reaction product. The product is: [NH2:20][C:17]1[CH:18]=[CH:19][C:10]([O:9][CH:8]([C:5]2[CH:4]=[CH:3][C:2]([Cl:1])=[CH:7][CH:6]=2)[C:23]2[CH:28]=[CH:27][C:26]([C:29]([F:30])([F:31])[F:32])=[CH:25][CH:24]=2)=[C:11]([CH:16]=1)[C:12]([O:14][CH3:15])=[O:13].